From a dataset of NCI-60 drug combinations with 297,098 pairs across 59 cell lines. Regression. Given two drug SMILES strings and cell line genomic features, predict the synergy score measuring deviation from expected non-interaction effect. Drug 1: CC1=C(C(CCC1)(C)C)C=CC(=CC=CC(=CC(=O)O)C)C. Drug 2: CS(=O)(=O)OCCCCOS(=O)(=O)C. Cell line: K-562. Synergy scores: CSS=9.14, Synergy_ZIP=-2.02, Synergy_Bliss=0.254, Synergy_Loewe=2.23, Synergy_HSA=2.59.